This data is from Catalyst prediction with 721,799 reactions and 888 catalyst types from USPTO. The task is: Predict which catalyst facilitates the given reaction. (1) Reactant: [F:1][C:2]1[CH:7]=[C:6]([S:8]([CH3:11])(=[O:10])=[O:9])[CH:5]=[CH:4][C:3]=1[C:12]1[C:16]2[N:17]=[CH:18][N:19]=[C:20]([O:21][CH:22]3[CH2:27][CH2:26][NH:25][CH2:24][CH2:23]3)[C:15]=2[S:14][CH:13]=1.ClCCl.C(N(CC)CC)C.Br[CH2:39][C:40]1[CH:45]=[CH:44][CH:43]=[CH:42][CH:41]=1. Product: [CH2:39]([N:25]1[CH2:24][CH2:23][CH:22]([O:21][C:20]2[C:15]3[S:14][CH:13]=[C:12]([C:3]4[CH:4]=[CH:5][C:6]([S:8]([CH3:11])(=[O:9])=[O:10])=[CH:7][C:2]=4[F:1])[C:16]=3[N:17]=[CH:18][N:19]=2)[CH2:27][CH2:26]1)[C:40]1[CH:45]=[CH:44][CH:43]=[CH:42][CH:41]=1. The catalyst class is: 6. (2) Product: [CH3:24][C:6]1[C:5]([CH3:25])=[C:4]([C:26]2[CH:31]=[CH:30][CH:29]=[CH:28][CH:27]=2)[N:9]=[N:8][C:7]=1[N:10]1[CH2:15][CH2:14][N:13]([C:16]([O:18][C:19]([CH3:22])([CH3:21])[CH3:20])=[O:17])[C@@H:12]([CH3:23])[CH2:11]1. Reactant: N#N.Cl[C:4]1[N:9]=[N:8][C:7]([N:10]2[CH2:15][CH2:14][N:13]([C:16]([O:18][C:19]([CH3:22])([CH3:21])[CH3:20])=[O:17])[C@@H:12]([CH3:23])[CH2:11]2)=[C:6]([CH3:24])[C:5]=1[CH3:25].[C:26]1(B(O)O)[CH:31]=[CH:30][CH:29]=[CH:28][CH:27]=1.[F-].[Cs+]. The catalyst class is: 12. (3) Reactant: C([SnH](CCCC)CCCC)CCC.N(C(C)(C)C#N)=NC(C)(C)C#N.Br[CH2:27][CH2:28][C:29]([N:31]1[CH:36]=[CH:35][C:34](=[O:37])[CH2:33][CH:32]1[C:38]1[CH:43]=[CH:42][C:41]([F:44])=[CH:40][CH:39]=1)=[O:30].O. Product: [F:44][C:41]1[CH:42]=[CH:43][C:38]([CH:32]2[CH2:33][C:34](=[O:37])[CH2:35][CH:36]3[N:31]2[C:29](=[O:30])[CH2:28][CH2:27]3)=[CH:39][CH:40]=1. The catalyst class is: 48. (4) Reactant: FC(F)(F)C([N:5]1[CH2:11][CH:10]([CH3:12])[C:9]2[CH:13]=[C:14]([Br:19])[C:15]([O:17][CH3:18])=[CH:16][C:8]=2[CH2:7][CH2:6]1)=O.[OH-].[Na+]. Product: [Br:19][C:14]1[C:15]([O:17][CH3:18])=[CH:16][C:8]2[CH2:7][CH2:6][NH:5][CH2:11][CH:10]([CH3:12])[C:9]=2[CH:13]=1. The catalyst class is: 24. (5) Reactant: [Cl:1][C:2]1[C:7]([F:8])=[CH:6][CH:5]=[C:4]([Cl:9])[C:3]=1[CH:10]([O:12][C:13]1[CH:14]=[C:15]([C:20]2[CH:21]=[N:22][N:23]([CH:25]3[CH2:30][CH2:29][N:28]([C:31]([O:33][C:34]([CH3:37])([CH3:36])[CH3:35])=[O:32])[CH2:27][CH2:26]3)[CH:24]=2)[CH:16]=[N:17][C:18]=1[NH2:19])[CH3:11].[H-].[Na+].I[CH2:41][CH3:42]. Product: [Cl:1][C:2]1[C:7]([F:8])=[CH:6][CH:5]=[C:4]([Cl:9])[C:3]=1[CH:10]([O:12][C:13]1[CH:14]=[C:15]([C:20]2[CH:21]=[N:22][N:23]([CH:25]3[CH2:30][CH2:29][N:28]([C:31]([O:33][C:34]([CH3:36])([CH3:35])[CH3:37])=[O:32])[CH2:27][CH2:26]3)[CH:24]=2)[CH:16]=[N:17][C:18]=1[NH:19][CH2:41][CH3:42])[CH3:11]. The catalyst class is: 3. (6) Reactant: [C:1](Cl)(=[O:17])[CH2:2][CH2:3][CH2:4][CH2:5][CH2:6][CH2:7][CH2:8][CH2:9][CH2:10][CH2:11][CH2:12][CH2:13][CH2:14][CH2:15][CH3:16].[NH2:19][C:20]1[O:21][C:22]2[CH:28]=[CH:27][C:26]([Cl:29])=[CH:25][C:23]=2[N:24]=1. Product: [Cl:29][C:26]1[CH:27]=[CH:28][C:22]2[O:21][C:20]([NH:19][C:1](=[O:17])[CH2:2][CH2:3][CH2:4][CH2:5][CH2:6][CH2:7][CH2:8][CH2:9][CH2:10][CH2:11][CH2:12][CH2:13][CH2:14][CH2:15][CH3:16])=[N:24][C:23]=2[CH:25]=1. The catalyst class is: 48. (7) Reactant: CO[C:3]([C:5]1[C:6]([OH:29])=[C:7]2[C:12](=[CH:13][N:14]=1)[N:11]([CH2:15][C:16]1[CH:21]=[CH:20][CH:19]=[CH:18][CH:17]=1)[C:10](=[O:22])[C:9]([C:23]1[CH:28]=[CH:27][CH:26]=[CH:25][CH:24]=1)=[CH:8]2)=[O:4].[NH2:30][CH2:31][CH2:32][NH:33][C:34](=[O:36])[CH3:35].CC(O)=O. Product: [C:34]([NH:33][CH2:32][CH2:31][NH:30][C:3]([C:5]1[C:6]([OH:29])=[C:7]2[C:12](=[CH:13][N:14]=1)[N:11]([CH2:15][C:16]1[CH:17]=[CH:18][CH:19]=[CH:20][CH:21]=1)[C:10](=[O:22])[C:9]([C:23]1[CH:24]=[CH:25][CH:26]=[CH:27][CH:28]=1)=[CH:8]2)=[O:4])(=[O:36])[CH3:35]. The catalyst class is: 14. (8) Reactant: FC(F)(F)S(O[C:7]1[C:16]([S:17][CH3:18])=[CH:15][C:14]2[C:9](=[CH:10][CH:11]=[CH:12][CH:13]=2)[CH:8]=1)(=O)=O.FC(F)(F)S(O[C:27]1[C:36]([S:37][CH3:38])=[CH:35][C:34]2[C:29](=[CH:30][CH:31]=[C:32]([CH:39]([CH3:44])[CH2:40][CH2:41][CH2:42][CH3:43])[CH:33]=2)[CH:28]=1)(=O)=O.[CH2:47]([Sn](CCCC)(CCCC)/C=C/[Sn](CCCC)(CCCC)CCCC)[CH2:48]CC. Product: [CH3:44][CH:39]([C:32]1[CH:33]=[C:34]2[C:29](=[CH:30][CH:31]=1)[CH:28]=[C:27](/[CH:47]=[CH:48]/[C:7]1[C:16]([S:17][CH3:18])=[CH:15][C:14]3[C:9](=[CH:10][CH:11]=[CH:12][CH:13]=3)[CH:8]=1)[C:36]([S:37][CH3:38])=[CH:35]2)[CH2:40][CH2:41][CH2:42][CH3:43]. The catalyst class is: 339. (9) Reactant: [CH3:1][O:2][C:3](=[O:15])[CH2:4][C:5]1[C:9]2[CH:10]=[CH:11][C:12]([OH:14])=[CH:13][C:8]=2[O:7][CH:6]=1. Product: [CH3:1][O:2][C:3](=[O:15])[CH2:4][CH:5]1[C:9]2[CH:10]=[CH:11][C:12]([OH:14])=[CH:13][C:8]=2[O:7][CH2:6]1. The catalyst class is: 19.